Task: Predict the product of the given reaction.. Dataset: Forward reaction prediction with 1.9M reactions from USPTO patents (1976-2016) (1) Given the reactants Cl.[CH3:2][O:3][CH2:4][CH2:5][CH2:6][NH:7][C:8]([C@@H:10]1[C:15]([CH3:17])([CH3:16])[CH2:14][CH2:13][CH:12]([C:18]2[C:22]([CH2:23][N:24]([CH3:36])[CH2:25][CH2:26][N:27](C)[C:28](=O)OC(C)(C)C)=[CH:21][N:20](C3CCCCO3)[N:19]=2)[CH2:11]1)=[O:9], predict the reaction product. The product is: [CH3:2][O:3][CH2:4][CH2:5][CH2:6][NH:7][C:8]([C@H:10]1[CH2:11][C@H:12]([C:18]2[C:22]([CH2:23][N:24]([CH3:36])[CH2:25][CH2:26][NH:27][CH3:28])=[CH:21][NH:20][N:19]=2)[CH2:13][CH2:14][C:15]1([CH3:17])[CH3:16])=[O:9]. (2) The product is: [CH2:1]([NH:8][C@H:9]1[C@H:14]([NH:15][C:16]([C:18]2[NH:19][C:20]([CH2:24][CH3:25])=[C:21]([Cl:23])[N:22]=2)=[O:17])[CH2:13][CH2:12][N:11]([C:41]2[S:42][C:43]([C:47]([O:49][CH2:50][CH3:51])=[O:48])=[C:44]([CH3:46])[N:45]=2)[CH2:10]1)[C:2]1[CH:3]=[CH:4][CH:5]=[CH:6][CH:7]=1. Given the reactants [CH2:1]([NH:8][C@H:9]1[C@H:14]([NH:15][C:16]([C:18]2[NH:19][C:20]([CH2:24][CH3:25])=[C:21]([Cl:23])[N:22]=2)=[O:17])[CH2:13][CH2:12][N:11](C(OC(C)(C)C)=O)[CH2:10]1)[C:2]1[CH:7]=[CH:6][CH:5]=[CH:4][CH:3]=1.Cl.O1CCOCC1.Br[C:41]1[S:42][C:43]([C:47]([O:49][CH2:50][CH3:51])=[O:48])=[C:44]([CH3:46])[N:45]=1.C(=O)([O-])[O-].[Na+].[Na+], predict the reaction product. (3) Given the reactants CC([N:5]([CH2:9][CH2:10][C:11]1[C:16](Br)=[CH:15][CH:14]=[C:13]([O:18][CH3:19])[C:12]=1[CH3:20])[C:6](=[O:8])[O-:7])(C)C.[CH3:21][C:22]1[CH:27]=CC=C[C:23]=1P([C:23]1C=CC=[CH:27][C:22]=1[CH3:21])[C:23]1C=CC=[CH:27][C:22]=1[CH3:21].C(N(CC)CC)C.[C:50]([O:54][CH2:55][CH2:56][CH2:57][CH3:58])(=[O:53])[CH:51]=[CH2:52], predict the reaction product. The product is: [CH3:21][C:22]([O:7][C:6]([NH:5][CH2:9][CH2:10][C:11]1[C:12]([CH3:20])=[C:13]([O:18][CH3:19])[CH:14]=[CH:15][C:16]=1/[CH:52]=[CH:51]/[C:50]([O:54][CH2:55][CH2:56][CH2:57][CH3:58])=[O:53])=[O:8])([CH3:27])[CH3:23].